From a dataset of Forward reaction prediction with 1.9M reactions from USPTO patents (1976-2016). Predict the product of the given reaction. (1) The product is: [OH:18][CH:19]1[CH2:22][C:21]([CH2:45][C:46]#[N:47])([N:23]2[CH:27]=[C:26]([C:28]3[CH:33]=[CH:32][N:31]=[C:30]4[N:34]([CH2:37][O:38][CH2:39][CH2:40][Si:41]([CH3:42])([CH3:44])[CH3:43])[CH:35]=[CH:36][C:29]=34)[CH:25]=[N:24]2)[CH2:20]1. Given the reactants [Si]([O:18][CH:19]1[CH2:22][C:21]([CH2:45][C:46]#[N:47])([N:23]2[CH:27]=[C:26]([C:28]3[CH:33]=[CH:32][N:31]=[C:30]4[N:34]([CH2:37][O:38][CH2:39][CH2:40][Si:41]([CH3:44])([CH3:43])[CH3:42])[CH:35]=[CH:36][C:29]=34)[CH:25]=[N:24]2)[CH2:20]1)(C(C)(C)C)(C1C=CC=CC=1)C1C=CC=CC=1.[OH-].[Na+], predict the reaction product. (2) Given the reactants N1[CH:6]=[CH:5][CH:4]=[CH:3][C:2]=1[C:7]1[CH:12]=[CH:11][CH:10]=[CH:9][N:8]=1.C(Br)Br.[CH:16]12CC(CC1)C=[CH:17]2.C=CC1C=CC=CC=1, predict the reaction product. The product is: [CH:10]1[C:9]2[NH:8][C:7]3[C:2](=[CH:3][CH:4]=[CH:5][CH:6]=3)[C:17]=2[CH:16]=[CH:12][CH:11]=1.